Dataset: Full USPTO retrosynthesis dataset with 1.9M reactions from patents (1976-2016). Task: Predict the reactants needed to synthesize the given product. (1) The reactants are: [O:1]=[C:2]1[C:11]2[C:6](=[CH:7][CH:8]=[CH:9][CH:10]=2)[C:5]([C:12]([OH:14])=O)=[CH:4][NH:3]1.[CH:15]1([NH2:18])[CH2:17][CH2:16]1.ON1C2C=CC=CC=2N=N1.Cl.CN(C)CCCN=C=NCC. Given the product [CH:15]1([NH:18][C:12]([CH:5]2[C:6]3[C:11](=[CH:10][CH:9]=[CH:8][CH:7]=3)[C:2](=[O:1])[NH:3][CH2:4]2)=[O:14])[CH2:17][CH2:16]1, predict the reactants needed to synthesize it. (2) Given the product [C:5]([O:22][CH2:23][CH:24]([CH2:45][O:46][C:1](=[O:3])[CH3:2])[O:25][C:26](=[O:44])[CH2:27][CH2:28][CH2:29][CH2:30][CH2:31][CH2:32][CH2:33]/[CH:34]=[CH:35]\[CH2:36]/[CH:37]=[CH:38]\[CH2:39][CH2:40][CH2:41][CH2:42][CH3:43])(=[O:21])[CH2:6][CH2:7][CH2:8][CH2:9][CH2:10][CH2:11][CH2:12][CH2:13][CH2:14][CH2:15][CH2:16][CH2:17][CH2:18][CH2:19][CH3:20], predict the reactants needed to synthesize it. The reactants are: [C:1](Br)(=[O:3])[CH3:2].[C:5]([O:22][CH2:23][CH:24]([CH2:45][O:46][Si](C(C)(C)C)(C)C)[O:25][C:26](=[O:44])[CH2:27][CH2:28][CH2:29][CH2:30][CH2:31][CH2:32][CH2:33]/[CH:34]=[CH:35]\[CH2:36]/[CH:37]=[CH:38]\[CH2:39][CH2:40][CH2:41][CH2:42][CH3:43])(=[O:21])[CH2:6][CH2:7][CH2:8][CH2:9][CH2:10][CH2:11][CH2:12][CH2:13][CH2:14][CH2:15][CH2:16][CH2:17][CH2:18][CH2:19][CH3:20]. (3) Given the product [F:19][CH:18]([F:20])[C:10]1[CH:11]=[CH:12][CH:13]=[C:14]([CH:15]([F:17])[F:16])[C:9]=1[C:21]([OH:23])=[O:22], predict the reactants needed to synthesize it. The reactants are: [Cl-].[Li+].C([Mg]Cl)(C)C.Br[C:9]1[C:14]([CH:15]([F:17])[F:16])=[CH:13][CH:12]=[CH:11][C:10]=1[CH:18]([F:20])[F:19].[C:21](=[O:23])=[O:22]. (4) Given the product [N:27]1([C:18]([C@@H:17]2[CH2:16][C:15]3[C:10](=[CH:11][CH:12]=[CH:13][CH:14]=3)[CH2:9][NH:8]2)=[O:20])[CH2:23][CH2:22][CH2:21][CH2:26][CH2:25]1, predict the reactants needed to synthesize it. The reactants are: CC(OC([N:8]1[C@H:17]([C:18]([OH:20])=O)[CH2:16][C:15]2[C:10](=[CH:11][CH:12]=[CH:13][CH:14]=2)[CH2:9]1)=O)(C)C.[CH:21]1[CH:22]=[CH:23]C2N(O)N=[N:27][C:25]=2[CH:26]=1.C(N(CC)C(C)C)(C)C.N1CCCCC1.FC(F)(F)C(O)=O. (5) Given the product [C:1]([C:5]1[CH:13]=[C:12]([C:14]([CH3:17])([CH3:16])[CH3:15])[CH:11]=[CH:7][C:6]=1[OH:18])([CH3:4])([CH3:3])[CH3:2], predict the reactants needed to synthesize it. The reactants are: [C:1]([C:5]1[CH:13]=[C:12]([C:14]([CH3:17])([CH3:16])[CH3:15])[CH:11]=[C:7](C(O)=O)[C:6]=1[OH:18])([CH3:4])([CH3:3])[CH3:2].C(O)(=O)C1C(=CC=CC=1)O. (6) Given the product [I:24][C:2]1[CH:3]=[CH:4][C:5]([CH3:10])=[C:6]([O:8][CH3:9])[CH:7]=1, predict the reactants needed to synthesize it. The reactants are: N[C:2]1[CH:3]=[CH:4][C:5]([CH3:10])=[C:6]([O:8][CH3:9])[CH:7]=1.OS(O)(=O)=O.N([O-])=O.[Na+].NC(N)=O.[I-:24].[K+]. (7) Given the product [CH:1]1([CH2:7][CH2:8][O:9][C:10]2[CH:11]=[CH:12][C:13]([CH:16]=[O:17])=[N:14][CH:15]=2)[CH2:6][CH2:5][CH2:4][CH2:3][CH2:2]1, predict the reactants needed to synthesize it. The reactants are: [CH:1]1([CH2:7][CH2:8][O:9][C:10]2[CH:11]=[CH:12][C:13]([CH2:16][OH:17])=[N:14][CH:15]=2)[CH2:6][CH2:5][CH2:4][CH2:3][CH2:2]1.